This data is from Full USPTO retrosynthesis dataset with 1.9M reactions from patents (1976-2016). The task is: Predict the reactants needed to synthesize the given product. (1) Given the product [CH:1]1[C:10]2[C:5](=[CH:6][CH:7]=[CH:8][CH:9]=2)[CH:4]=[CH:3][C:2]=1[NH:11][CH2:12][CH2:13][NH:14][S:30]([C:27]1[CH:28]=[CH:29][C:24]([CH:22]=[CH2:23])=[CH:25][CH:26]=1)(=[O:32])=[O:31], predict the reactants needed to synthesize it. The reactants are: [CH:1]1[C:10]2[C:5](=[CH:6][CH:7]=[CH:8][CH:9]=2)[CH:4]=[CH:3][C:2]=1[NH:11][CH2:12][CH2:13][NH2:14].C(N(CC)CC)C.[CH:22]([C:24]1[CH:29]=[CH:28][C:27]([S:30](Cl)(=[O:32])=[O:31])=[CH:26][CH:25]=1)=[CH2:23]. (2) Given the product [NH2:1][C:2]1[N:3]=[C:4]([NH:9][C:10]2[CH:15]=[CH:14][C:13]([N:16]3[CH2:21][CH2:20][O:19][CH2:18][CH2:17]3)=[CH:12][CH:11]=2)[N:5]=[C:6]([C:38]2[C:37]([CH3:51])=[C:36]([N:30]3[N:29]=[CH:28][C:27]4[C:32](=[CH:33][CH:34]=[C:25]([CH:22]5[CH2:23][CH2:24]5)[CH:26]=4)[C:31]3=[O:35])[CH:41]=[CH:40][CH:39]=2)[N:7]=1, predict the reactants needed to synthesize it. The reactants are: [NH2:1][C:2]1[N:7]=[C:6](Cl)[N:5]=[C:4]([NH:9][C:10]2[CH:15]=[CH:14][C:13]([N:16]3[CH2:21][CH2:20][O:19][CH2:18][CH2:17]3)=[CH:12][CH:11]=2)[N:3]=1.[CH:22]1([C:25]2[CH:26]=[C:27]3[C:32](=[CH:33][CH:34]=2)[C:31](=[O:35])[N:30]([C:36]2[CH:41]=[CH:40][CH:39]=[C:38](B4OC(C)(C)C(C)(C)O4)[C:37]=2[CH3:51])[N:29]=[CH:28]3)[CH2:24][CH2:23]1.C(=O)([O-])[O-].[K+].[K+]. (3) Given the product [Cl:24][C:25]1[CH:26]=[CH:27][C:28]([C:29]2[C:34]([C:35]3[CH:44]=[CH:43][C:42]4[C:37](=[CH:38][CH:39]=[C:40]([C:45]5[N:22]([CH:17]6[CH2:18][CH:19]([CH3:21])[CH2:20][C:15]([CH3:23])([CH3:14])[CH2:16]6)[C:48]6[CH:52]=[CH:53][C:54]([C:56]([OH:58])=[O:57])=[CH:55][C:47]=6[N:46]=5)[CH:41]=4)[N:36]=3)=[CH:33][C:32]([O:59][CH3:60])=[CH:31][CH:30]=2)=[CH:61][CH:62]=1, predict the reactants needed to synthesize it. The reactants are: ClC1C=CC(C(O)=O)=CC=1[N+]([O-])=O.[CH3:14][C:15]1([CH3:23])[CH2:20][CH:19]([CH3:21])[CH2:18][CH:17]([NH2:22])[CH2:16]1.[Cl:24][C:25]1[CH:62]=[CH:61][C:28]([C:29]2[C:34]([C:35]3[CH:44]=[CH:43][C:42]4[C:37](=[CH:38][CH:39]=[C:40]([C:45]5N(CC)[C:48]6[CH:52]=[CH:53][C:54]([C:56]([OH:58])=[O:57])=[CH:55][C:47]=6[N:46]=5)[CH:41]=4)[N:36]=3)=[CH:33][C:32]([O:59][CH3:60])=[CH:31][CH:30]=2)=[CH:27][CH:26]=1. (4) Given the product [F:3][CH2:4][CH2:5][NH:6][C:8]1[CH2:10][O:11][C:12](=[O:13])[CH:7]=1, predict the reactants needed to synthesize it. The reactants are: O.Cl.[F:3][CH2:4][CH2:5][NH2:6].[CH2:7]1[C:12](=[O:13])[O:11][CH2:10][C:8]1=O.C([O-])(=O)C.[Na+]. (5) Given the product [C:4]([O:3][C:1]([N:8]1[CH2:12][CH2:11][CH:10]([NH:15][CH3:14])[CH2:9]1)=[O:2])([CH3:7])([CH3:6])[CH3:5], predict the reactants needed to synthesize it. The reactants are: [C:1]([N:8]1[CH2:12][CH2:11][C:10](=O)[CH2:9]1)([O:3][C:4]([CH3:7])([CH3:6])[CH3:5])=[O:2].[CH3:14][NH2:15].[BH4-].[Na+]. (6) The reactants are: CO[C:3](=[O:34])/[CH:4]=[C:5](/[C:8]1[CH:13]=[CH:12][C:11]([C:14]([C:19]2[CH:24]=[CH:23][C:22]([O:25][C:26](=[O:31])[C:27]([CH3:30])([CH3:29])[CH3:28])=[C:21]([CH3:32])[CH:20]=2)([CH2:17][CH3:18])[CH2:15][CH3:16])=[CH:10][C:9]=1[CH3:33])\[CH2:6][CH3:7].[CH3:35][CH2:36][Mg+].[Br-].[NH4+].[Cl-].[CH2:41]1COC[CH2:42]1. Given the product [CH2:6](/[C:5](/[C:8]1[CH:13]=[CH:12][C:11]([C:14]([C:19]2[CH:24]=[CH:23][C:22]([O:25][C:26](=[O:31])[C:27]([CH3:29])([CH3:30])[CH3:28])=[C:21]([CH3:32])[CH:20]=2)([CH2:15][CH3:16])[CH2:17][CH3:18])=[CH:10][C:9]=1[CH3:33])=[CH:4]\[C:3]([CH2:35][CH3:36])([OH:34])[CH2:41][CH3:42])[CH3:7], predict the reactants needed to synthesize it. (7) Given the product [Br:1][C:2]1[CH:7]=[C:6]2[C:5](=[CH:4][CH:3]=1)[O:11][C:19]1([CH2:20][CH2:21][CH:16]([C:12]([CH3:15])([CH3:14])[CH3:13])[CH2:17][CH2:18]1)[CH2:9][C:8]2=[O:10], predict the reactants needed to synthesize it. The reactants are: [Br:1][C:2]1[CH:3]=[CH:4][C:5]([OH:11])=[C:6]([C:8](=[O:10])[CH3:9])[CH:7]=1.[C:12]([CH:16]1[CH2:21][CH2:20][C:19](=O)[CH2:18][CH2:17]1)([CH3:15])([CH3:14])[CH3:13].N1CCCC1. (8) Given the product [C:1]([O:5][C:6]([N:8]1[CH2:14][CH2:13][C:12]2[N:40]=[C:17]([C:19]3[S:20][C:21]4[C:27]([N:28]5[CH2:29][CH2:30][O:31][CH2:32][CH2:33]5)=[CH:26][CH:25]=[C:24]([O:34][CH3:35])[C:22]=4[N:23]=3)[NH:16][C:11]=2[CH2:10][CH2:9]1)=[O:7])([CH3:4])([CH3:2])[CH3:3], predict the reactants needed to synthesize it. The reactants are: [C:1]([O:5][C:6]([N:8]1[CH2:14][CH2:13][C:12](=O)[CH:11]([NH:16][C:17]([C:19]2[S:20][C:21]3[C:27]([N:28]4[CH2:33][CH2:32][O:31][CH2:30][CH2:29]4)=[CH:26][CH:25]=[C:24]([O:34][CH3:35])[C:22]=3[N:23]=2)=O)[CH2:10][CH2:9]1)=[O:7])([CH3:4])([CH3:3])[CH3:2].C([O-])(=O)C.[NH4+:40].C(=O)(O)[O-].[Na+].